From a dataset of Forward reaction prediction with 1.9M reactions from USPTO patents (1976-2016). Predict the product of the given reaction. (1) Given the reactants [Cl:1][C:2]1[CH:3]=[C:4]([CH:7]=[CH:8][C:9]=1[O:10][CH:11]([CH3:13])[CH3:12])[CH:5]=[O:6].[BH4-].[Na+], predict the reaction product. The product is: [Cl:1][C:2]1[CH:3]=[C:4]([CH2:5][OH:6])[CH:7]=[CH:8][C:9]=1[O:10][CH:11]([CH3:13])[CH3:12]. (2) Given the reactants Cl.[CH3:2][NH:3][O:4][CH3:5].[CH3:6][C:7]1[N:12]2[N:13]=[C:14]([CH:16]3[CH2:18][CH:17]3[C:19](Cl)=[O:20])[N:15]=[C:11]2[C:10]([CH3:22])=[N:9][CH:8]=1.O, predict the reaction product. The product is: [CH3:6][C:7]1[N:12]2[N:13]=[C:14]([CH:16]3[CH2:18][CH:17]3[C:19]([N:3]([O:4][CH3:5])[CH3:2])=[O:20])[N:15]=[C:11]2[C:10]([CH3:22])=[N:9][CH:8]=1.